This data is from Full USPTO retrosynthesis dataset with 1.9M reactions from patents (1976-2016). The task is: Predict the reactants needed to synthesize the given product. (1) The reactants are: O1CCOCC1.Cl.Cl[C:9]1[N:10]([CH2:18][C:19]2[CH:24]=[CH:23][C:22]([Cl:25])=[CH:21][CH:20]=2)[CH:11]=[C:12]([O:16][CH3:17])[C:13](=[O:15])[N:14]=1.[F:26][C:27]1[N:32]=[C:31]([O:33][C:34]2[CH:40]=[CH:39][C:37]([NH2:38])=[CH:36][CH:35]=2)[CH:30]=[CH:29][CH:28]=1. Given the product [Cl:25][C:22]1[CH:23]=[CH:24][C:19]([CH2:18][N:10]2[CH:11]=[C:12]([O:16][CH3:17])[C:13](=[O:15])[N:14]=[C:9]2[NH:38][C:37]2[CH:36]=[CH:35][C:34]([O:33][C:31]3[CH:30]=[CH:29][CH:28]=[C:27]([F:26])[N:32]=3)=[CH:40][CH:39]=2)=[CH:20][CH:21]=1, predict the reactants needed to synthesize it. (2) Given the product [CH2:1]([O:3][CH:4]([O:19][CH2:20][CH3:21])[C@@H:5]([N:7]([CH2:8][C:9]1[CH:10]=[CH:11][CH:12]=[C:13]2[C:18]=1[N:17]=[CH:16][CH:15]=[CH:14]2)[C:47](=[O:48])[C@@H:23]([NH:22][C:50](=[O:51])[O:52][CH2:53][CH:54]1[C:66]2[CH:65]=[CH:64][CH:63]=[CH:62][C:61]=2[C:60]2[C:55]1=[CH:56][CH:57]=[CH:58][CH:59]=2)[CH2:24][C:25](=[O:46])[NH:26][C:27]([C:34]1[CH:39]=[CH:38][CH:37]=[CH:36][CH:35]=1)([C:40]1[CH:45]=[CH:44][CH:43]=[CH:42][CH:41]=1)[C:28]1[CH:33]=[CH:32][CH:31]=[CH:30][CH:29]=1)[CH3:6])[CH3:2], predict the reactants needed to synthesize it. The reactants are: [CH2:1]([O:3][CH:4]([O:19][CH2:20][CH3:21])[C@@H:5]([NH:7][CH2:8][C:9]1[CH:10]=[CH:11][CH:12]=[C:13]2[C:18]=1[N:17]=[CH:16][CH:15]=[CH:14]2)[CH3:6])[CH3:2].[NH:22]([C:50]([O:52][CH2:53][CH:54]1[C:66]2[C:61](=[CH:62][CH:63]=[CH:64][CH:65]=2)[C:60]2[C:55]1=[CH:56][CH:57]=[CH:58][CH:59]=2)=[O:51])[C@H:23]([C:47](O)=[O:48])[CH2:24][C:25](=[O:46])[NH:26][C:27]([C:40]1[CH:45]=[CH:44][CH:43]=[CH:42][CH:41]=1)([C:34]1[CH:39]=[CH:38][CH:37]=[CH:36][CH:35]=1)[C:28]1[CH:33]=[CH:32][CH:31]=[CH:30][CH:29]=1.CN(C(ON1N=NC2C=CC=NC1=2)=[N+](C)C)C.F[P-](F)(F)(F)(F)F.CCN(C(C)C)C(C)C. (3) Given the product [Br:26][C:25]1[CH:24]=[C:23]([C:27]([F:30])([F:29])[F:28])[CH:22]=[C:18]2[C:17]=1[N:16]=[CH:32][N:1]([CH2:2][C:3]1[CH:4]=[C:5]([CH:8]=[CH:9][C:10]=1[S:11]([CH2:14][CH3:15])(=[O:13])=[O:12])[C:6]#[N:7])[C:19]2=[O:20], predict the reactants needed to synthesize it. The reactants are: [NH2:1][CH2:2][C:3]1[CH:4]=[C:5]([CH:8]=[CH:9][C:10]=1[S:11]([CH2:14][CH3:15])(=[O:13])=[O:12])[C:6]#[N:7].[NH2:16][C:17]1[C:25]([Br:26])=[CH:24][C:23]([C:27]([F:30])([F:29])[F:28])=[CH:22][C:18]=1[C:19](O)=[O:20].N[C:32]1C=CC(OC(F)(F)F)=CC=1C(NCC1C=C(Cl)C=CC=1SCC)=O.C([O-])([O-])OC. (4) Given the product [CH:20]1[CH:21]=[C:22]2[C:23]([C:2]3[C:3]([NH:16][C:17]2=[CH:18][CH:19]=1)=[CH:4][C:5]1[C:14]([C:13]2[C:8]([NH:7][C:6]=1[CH:1]=3)=[CH:9][CH:10]=[CH:11][CH:12]=2)=[O:15])=[O:24], predict the reactants needed to synthesize it. The reactants are: [CH2:1]1[C:6]2[NH:7][C:8]3[C:13]([C:14](=[O:15])[C:5]=2[CH2:4][C:3]2[NH:16][C:17]4[C:22]([C:23](=[O:24])[C:2]1=2)=[CH:21][CH:20]=[CH:19][CH:18]=4)=[CH:12][CH:11]=[CH:10][CH:9]=3.C1C=C2C(C3C(NC2=CC=1)=CC1C(C2C(NC=1C=3)=CC=CC=2)=O)=O.C=O.C1(S(O)(=O)=O)C2C(=CC=CC=2)C=CC=1.[OH-].[Na+].OO. (5) The reactants are: [Cl-].[CH3:2][O:3][C:4](=[O:14])[C:5]1[CH:13]=[CH:12][C:8]([C:9]([OH:11])=O)=[CH:7][CH:6]=1.[C:15]([O:19][C:20](=[O:29])[NH:21][C:22]1[CH:27]=[CH:26][CH:25]=[CH:24][C:23]=1[NH2:28])([CH3:18])([CH3:17])[CH3:16].C(N(CC)CC)C.O. Given the product [C:15]([O:19][C:20]([NH:21][C:22]1[CH:27]=[CH:26][CH:25]=[CH:24][C:23]=1[NH:28][C:9](=[O:11])[C:8]1[CH:7]=[CH:6][C:5]([C:4]([O:3][CH3:2])=[O:14])=[CH:13][CH:12]=1)=[O:29])([CH3:18])([CH3:16])[CH3:17], predict the reactants needed to synthesize it. (6) Given the product [F:31][C:2]([F:1])([F:32])[C:3]1[CH:4]=[C:5]([CH:24]=[C:25]([C:27]([F:30])([F:29])[F:28])[CH:26]=1)[CH2:6][O:7][CH2:8][C:9]1([C:18]2[CH:23]=[CH:22][CH:21]=[CH:20][CH:19]=2)[CH2:10][CH2:11][CH2:12][CH2:13][NH:14][CH2:15][CH2:16]1, predict the reactants needed to synthesize it. The reactants are: [F:1][C:2]([F:32])([F:31])[C:3]1[CH:4]=[C:5]([CH:24]=[C:25]([C:27]([F:30])([F:29])[F:28])[CH:26]=1)[CH2:6][O:7][CH2:8][C:9]1([C:18]2[CH:23]=[CH:22][CH:21]=[CH:20][CH:19]=2)[CH2:16][CH2:15][NH:14][C:13](=O)[CH2:12][CH2:11][CH2:10]1.B.C1COCC1.CO.Cl. (7) Given the product [CH:10]1([CH2:13][CH2:14][NH:15][C:16]([C:18]2[N:19]=[N:20][C:21]([N:24]3[CH2:29][CH2:28][N:27]([C:3](=[O:5])[C:2]([CH3:1])([CH3:9])[CH2:6][CH2:7][CH3:8])[CH2:26][CH2:25]3)=[CH:22][CH:23]=2)=[O:17])[CH2:12][CH2:11]1, predict the reactants needed to synthesize it. The reactants are: [CH3:1][C:2]([CH3:9])([CH2:6][CH2:7][CH3:8])[C:3]([OH:5])=O.[CH:10]1([CH2:13][CH2:14][NH:15][C:16]([C:18]2[N:19]=[N:20][C:21]([N:24]3[CH2:29][CH2:28][NH:27][CH2:26][CH2:25]3)=[CH:22][CH:23]=2)=[O:17])[CH2:12][CH2:11]1.